From a dataset of Full USPTO retrosynthesis dataset with 1.9M reactions from patents (1976-2016). Predict the reactants needed to synthesize the given product. (1) Given the product [Cl:20][CH2:21][CH2:22][CH2:23][C:24]([NH:1][C:2]1[CH:19]=[CH:18][CH:17]=[C:4]([CH2:5][C:6]2[C:15]3[CH2:14][CH2:13][CH2:12][CH2:11][C:10]=3[C:9](=[O:16])[NH:8][N:7]=2)[CH:3]=1)=[O:25], predict the reactants needed to synthesize it. The reactants are: [NH2:1][C:2]1[CH:3]=[C:4]([CH:17]=[CH:18][CH:19]=1)[CH2:5][C:6]1[C:15]2[CH2:14][CH2:13][CH2:12][CH2:11][C:10]=2[C:9](=[O:16])[NH:8][N:7]=1.[Cl:20][CH2:21][CH2:22][CH2:23][C:24](Cl)=[O:25]. (2) The reactants are: [Cl:1][C:2]1[CH:3]=[C:4]([C:14]2[N:23]=[CH:22][C:21]3[CH2:20][CH2:19][CH:18]=[C:17]([O:24]CC)[C:16]=3[N:15]=2)[CH:5]=[CH:6][C:7]=1[N:8]1[CH2:13][CH2:12][O:11][CH2:10][CH2:9]1.C([O-])(O)=O.[Na+]. Given the product [Cl:1][C:2]1[CH:3]=[C:4]([C:14]2[N:23]=[CH:22][C:21]3[CH2:20][CH2:19][CH2:18][C:17](=[O:24])[C:16]=3[N:15]=2)[CH:5]=[CH:6][C:7]=1[N:8]1[CH2:13][CH2:12][O:11][CH2:10][CH2:9]1, predict the reactants needed to synthesize it. (3) Given the product [Br:9][C:3]1[CH:2]=[CH:7][CH:6]=[C:5]2[C:4]=1[CH:13]1[C:12](=[C:11]([CH3:17])[CH3:10])[CH:16]2[CH:15]=[CH:14]1, predict the reactants needed to synthesize it. The reactants are: Br[C:2]1[CH:7]=[CH:6][CH:5]=[C:4](Br)[C:3]=1[Br:9].[CH3:10][C:11]([CH3:17])=[C:12]1[CH:16]=[CH:15][CH:14]=[CH:13]1.C([Li])CCC.[Cl-].[NH4+]. (4) Given the product [OH:3][CH:1]([C:4]1[CH:5]=[CH:6][C:7]([C:10]2[S:14][C:13]([C:15]3[N:19]=[N:18][NH:17][C:16]=3[C:20]#[N:21])=[CH:12][CH:11]=2)=[CH:8][CH:9]=1)[CH3:2], predict the reactants needed to synthesize it. The reactants are: [C:1]([C:4]1[CH:9]=[CH:8][C:7]([C:10]2[S:14][C:13]([C:15]3[N:19]=[N:18][NH:17][C:16]=3[C:20]#[N:21])=[CH:12][CH:11]=2)=[CH:6][CH:5]=1)(=[O:3])[CH3:2].[BH4-].[Na+].O.Cl. (5) Given the product [O:1]1[C:10]2[C:5](=[CH:6][CH:7]=[CH:8][CH:9]=2)[CH:4]([N:11]2[C:19](=[O:20])[N:18]([CH2:34][CH2:35][N:36]([CH3:38])[CH3:37])[C:17]3[C:12]2=[N:13][C:14]([N:21]2[C:25]4[CH:26]=[C:27]([C:30]#[N:31])[CH:28]=[CH:29][C:24]=4[N:23]=[CH:22]2)=[N:15][CH:16]=3)[CH2:3][CH2:2]1, predict the reactants needed to synthesize it. The reactants are: [O:1]1[C:10]2[C:5](=[CH:6][CH:7]=[CH:8][CH:9]=2)[C@H:4]([N:11]2[C:19](=[O:20])[NH:18][C:17]3[C:12]2=[N:13][C:14]([N:21]2[C:25]4[CH:26]=[C:27]([C:30]#[N:31])[CH:28]=[CH:29][C:24]=4[N:23]=[CH:22]2)=[N:15][CH:16]=3)[CH2:3][CH2:2]1.Cl.Cl[CH2:34][CH2:35][N:36]([CH3:38])[CH3:37].CCN(P1(N(C)CCCN1)=NC(C)(C)C)CC. (6) Given the product [CH2:12]([N:14]([CH2:15][C:16]([CH2:22][NH:23][C:24]1[CH:32]=[C:31]([CH3:33])[CH:30]=[C:29]2[C:25]=1[CH:26]=[N:27][N:28]2[C:34]1[CH:35]=[CH:36][C:37]([F:40])=[CH:38][CH:39]=1)([OH:21])[C:17]([F:19])([F:20])[F:18])[C:4](=[O:5])[C:3]1[C:2]([CH3:1])=[CH:10][CH:9]=[CH:8][C:7]=1[CH3:11])[CH3:13], predict the reactants needed to synthesize it. The reactants are: [CH3:1][C:2]1[CH:10]=[CH:9][CH:8]=[C:7]([CH3:11])[C:3]=1[C:4](Cl)=[O:5].[CH2:12]([NH:14][CH2:15][C:16]([CH2:22][NH:23][C:24]1[CH:32]=[C:31]([CH3:33])[CH:30]=[C:29]2[C:25]=1[CH:26]=[N:27][N:28]2[C:34]1[CH:39]=[CH:38][C:37]([F:40])=[CH:36][CH:35]=1)([OH:21])[C:17]([F:20])([F:19])[F:18])[CH3:13]. (7) Given the product [C:38]([C:37]1[CH:40]=[CH:41][C:34]([NH:1][C:2]2[CH:7]=[CH:6][C:5]([S:8]([N:11]([CH2:17][C:18]3[CH:23]=[CH:22][C:21]([O:24][CH3:25])=[CH:20][CH:19]=3)[C:12]3[S:13][CH:14]=[CH:15][N:16]=3)(=[O:9])=[O:10])=[CH:4][C:3]=2[OH:26])=[C:35]([O:42][CH3:43])[CH:36]=1)#[N:39], predict the reactants needed to synthesize it. The reactants are: [NH2:1][C:2]1[CH:7]=[CH:6][C:5]([S:8]([N:11]([CH2:17][C:18]2[CH:23]=[CH:22][C:21]([O:24][CH3:25])=[CH:20][CH:19]=2)[C:12]2[S:13][CH:14]=[CH:15][N:16]=2)(=[O:10])=[O:9])=[CH:4][C:3]=1[OH:26].C(=O)([O-])[O-].[Cs+].[Cs+].Br[C:34]1[CH:41]=[CH:40][C:37]([C:38]#[N:39])=[CH:36][C:35]=1[O:42][CH3:43]. (8) Given the product [Cl:1][C:2]1[C:3]([NH:23][C:24]2[CH:28]=[C:27]([CH3:29])[NH:26][N:25]=2)=[N:4][C:5]([NH:8][C:9]2[C:10]([F:22])=[CH:11][C:12]([CH:16]3[CH2:17][CH2:18][N:19]([C:32](=[O:33])[CH2:31][N:46]4[CH2:47][CH2:48][N:43]([CH3:42])[CH2:44][CH2:45]4)[CH2:20][CH2:21]3)=[C:13]([CH3:15])[CH:14]=2)=[N:6][CH:7]=1, predict the reactants needed to synthesize it. The reactants are: [Cl:1][C:2]1[C:3]([NH:23][C:24]2[CH:28]=[C:27]([CH3:29])[NH:26][N:25]=2)=[N:4][C:5]([NH:8][C:9]2[CH:14]=[C:13]([CH3:15])[C:12]([CH:16]3[CH2:21][CH2:20][NH:19][CH2:18][CH2:17]3)=[CH:11][C:10]=2[F:22])=[N:6][CH:7]=1.Cl[CH2:31][C:32](Cl)=[O:33].C(N(CC)CC)C.[CH3:42][N:43]1[CH2:48][CH2:47][NH:46][CH2:45][CH2:44]1.